Task: Predict the reactants needed to synthesize the given product.. Dataset: Full USPTO retrosynthesis dataset with 1.9M reactions from patents (1976-2016) (1) Given the product [C:26]([NH2:25])(=[O:34])[C:27]1[CH:32]=[CH:31][CH:30]=[CH:29][CH:28]=1, predict the reactants needed to synthesize it. The reactants are: C(OC(=O)N(CC1C=CC2N(CC3CCCN3C(=O)C(C#N)=CC(N)(C)C)C([NH:25][C:26](=[O:34])[C:27]3[CH:32]=[CH:31][C:30](Cl)=[CH:29][CH:28]=3)=NC=2C=1)[C@H](C(C)(C)C)C)C1C=CC=CC=1.Br. (2) The reactants are: [Br:1][C:2]1[CH:3]=[CH:4][CH:5]=[C:6]2[C:10]=1[NH:9][C:8]([CH3:11])=[CH:7]2.[F:12][C:13]1[CH:18]=[CH:17][C:16]([C:19](O)([CH2:22][CH3:23])[CH2:20][CH3:21])=[CH:15][CH:14]=1.FC(F)(F)C(O)=O.C(=O)(O)[O-].[Na+]. Given the product [Br:1][C:2]1[CH:3]=[CH:4][CH:5]=[C:6]2[C:10]=1[NH:9][C:8]([CH3:11])=[C:7]2[C:19]([CH2:22][CH3:23])([C:16]1[CH:15]=[CH:14][C:13]([F:12])=[CH:18][CH:17]=1)[CH2:20][CH3:21], predict the reactants needed to synthesize it. (3) Given the product [Br:1][C:2]1[CH:10]=[C:9]2[C:5]([CH:6]=[CH:7][N:8]2[CH2:11][CH2:12][OH:30])=[CH:4][CH:3]=1, predict the reactants needed to synthesize it. The reactants are: [Br:1][C:2]1[CH:10]=[C:9]2[C:5]([CH:6]=[CH:7][N:8]2[CH2:11][CH2:12]CC(O)=O)=[CH:4][CH:3]=1.[H-].C([Al+]CC(C)C)C(C)C.C1C[O:30]CC1.